Dataset: Forward reaction prediction with 1.9M reactions from USPTO patents (1976-2016). Task: Predict the product of the given reaction. (1) Given the reactants [Br:1][C:2]1[CH:7]=[CH:6][C:5]([C:8]2[CH2:9][CH2:10][S:11](=[O:15])(=[O:14])[CH2:12][CH:13]=2)=[CH:4][C:3]=1[CH3:16], predict the reaction product. The product is: [Br:1][C:2]1[CH:7]=[CH:6][C:5]([CH:8]2[CH2:9][CH2:10][S:11](=[O:15])(=[O:14])[CH2:12][CH2:13]2)=[CH:4][C:3]=1[CH3:16]. (2) Given the reactants [CH:1]1([NH:6][C:7]2[CH:8]=[C:9]([O:25][CH3:26])[CH:10]=[C:11]3[C:15]=2[NH:14][C:13]([C:16]2[S:17][CH2:18][C@@H:19]([CH2:21][C:22](O)=[O:23])[N:20]=2)=[CH:12]3)[CH2:5][CH2:4][CH2:3][CH2:2]1.[NH:27]1[CH2:32][CH2:31][O:30][CH2:29][CH2:28]1, predict the reaction product. The product is: [CH:1]1([NH:6][C:7]2[CH:8]=[C:9]([O:25][CH3:26])[CH:10]=[C:11]3[C:15]=2[NH:14][C:13]([C:16]2[S:17][CH2:18][C@@H:19]([CH2:21][C:22]([N:27]4[CH2:32][CH2:31][O:30][CH2:29][CH2:28]4)=[O:23])[N:20]=2)=[CH:12]3)[CH2:2][CH2:3][CH2:4][CH2:5]1. (3) Given the reactants [Li]CCCC.CCCCCC.[S:12]1[C:16]2[CH:17]=[CH:18][CH:19]=[CH:20][C:15]=2[N:14]=[CH:13]1.[F:21][C:22]1[CH:23]=[C:24]([CH:27]=[CH:28][C:29]=1[C@@H:30]1[N:34]2[CH:35]=[N:36][CH:37]=[C:33]2[C:32](=[O:38])[CH2:31]1)[C:25]#[N:26], predict the reaction product. The product is: [S:12]1[C:16]2[CH:17]=[CH:18][CH:19]=[CH:20][C:15]=2[N:14]=[C:13]1[C@:32]1([OH:38])[C:33]2[N:34]([CH:35]=[N:36][CH:37]=2)[C@@H:30]([C:29]2[CH:28]=[CH:27][C:24]([C:25]#[N:26])=[CH:23][C:22]=2[F:21])[CH2:31]1. (4) Given the reactants [NH2:1][C:2]1[N:7]=[C:6]([C:8]2[CH:13]=[C:12]([Br:14])[CH:11]=[CH:10][C:9]=2[OH:15])[CH:5]=[C:4](Cl)[N:3]=1.[Cl:17][C:18]1[CH:23]=[CH:22][C:21]([NH2:24])=[CH:20][CH:19]=1, predict the reaction product. The product is: [NH2:1][C:2]1[N:7]=[C:6]([C:8]2[CH:13]=[C:12]([Br:14])[CH:11]=[CH:10][C:9]=2[OH:15])[CH:5]=[C:4]([NH:24][C:21]2[CH:22]=[CH:23][C:18]([Cl:17])=[CH:19][CH:20]=2)[N:3]=1. (5) Given the reactants [NH2:1][C:2]1[CH:7]=[CH:6][CH:5]=[CH:4][C:3]=1[SH:8].[Br:9][C:10]1[CH:11]=[C:12]([CH:15]=[C:16]([Br:19])[C:17]=1[OH:18])[CH:13]=O, predict the reaction product. The product is: [S:8]1[C:3]2[CH:4]=[CH:5][CH:6]=[CH:7][C:2]=2[N:1]=[C:13]1[C:12]1[CH:11]=[C:10]([Br:9])[C:17]([OH:18])=[C:16]([Br:19])[CH:15]=1. (6) Given the reactants [NH2:1][C@H:2]1[C@@H:11]([CH2:12][C:13]2[CH:18]=[CH:17][CH:16]=[CH:15][C:14]=2[F:19])[C:10]2[CH:9]=[C:8]([O:20][CH2:21][CH2:22][NH:23][S:24]([C:27]3[N:28]=[CH:29][N:30]([CH3:32])[CH:31]=3)(=[O:26])=[O:25])[CH:7]=[CH:6][C:5]=2[CH2:4][CH2:3]1.[C:33](Cl)(=[O:35])[CH3:34], predict the reaction product. The product is: [O:35]=[C:33]1[N:1]([C@H:2]2[C@@H:11]([CH2:12][C:13]3[CH:18]=[CH:17][CH:16]=[CH:15][C:14]=3[F:19])[C:10]3[CH:9]=[C:8]([O:20][CH2:21][CH2:22][NH:23][S:24]([C:27]4[N:28]=[CH:29][N:30]([CH3:32])[CH:31]=4)(=[O:26])=[O:25])[CH:7]=[CH:6][C:5]=3[CH2:4][CH2:3]2)[C:8](=[O:20])[CH:7]2[CH:34]1[CH2:6]2. (7) Given the reactants [CH3:1][N:2]([CH3:27])[CH2:3][CH2:4][NH:5][C:6]([C:8]1[NH:9][C:10]([C:19]2[CH:24]=[CH:23][C:22]([Cl:25])=[C:21]([OH:26])[CH:20]=2)=[C:11]([C:13]2[CH:18]=[CH:17][N:16]=[CH:15][CH:14]=2)[N:12]=1)=[O:7].CN(C)CCN.C(N(CC)CC)C, predict the reaction product. The product is: [NH3:2].[CH3:1][N:2]([CH3:27])[CH2:3][CH2:4][NH:5][C:6]([C:8]1[NH:9][C:10]([C:19]2[CH:24]=[CH:23][C:22]([Cl:25])=[C:21]([OH:26])[CH:20]=2)=[C:11]([C:13]2[CH:14]=[CH:15][N:16]=[CH:17][CH:18]=2)[N:12]=1)=[O:7].